This data is from NCI-60 drug combinations with 297,098 pairs across 59 cell lines. The task is: Regression. Given two drug SMILES strings and cell line genomic features, predict the synergy score measuring deviation from expected non-interaction effect. (1) Drug 1: CC1=C(C(=CC=C1)Cl)NC(=O)C2=CN=C(S2)NC3=CC(=NC(=N3)C)N4CCN(CC4)CCO. Drug 2: CC1=C(N=C(N=C1N)C(CC(=O)N)NCC(C(=O)N)N)C(=O)NC(C(C2=CN=CN2)OC3C(C(C(C(O3)CO)O)O)OC4C(C(C(C(O4)CO)O)OC(=O)N)O)C(=O)NC(C)C(C(C)C(=O)NC(C(C)O)C(=O)NCCC5=NC(=CS5)C6=NC(=CS6)C(=O)NCCC[S+](C)C)O. Cell line: RPMI-8226. Synergy scores: CSS=-1.46, Synergy_ZIP=-1.72, Synergy_Bliss=-8.11, Synergy_Loewe=-10.2, Synergy_HSA=-9.86. (2) Drug 1: CCC1(CC2CC(C3=C(CCN(C2)C1)C4=CC=CC=C4N3)(C5=C(C=C6C(=C5)C78CCN9C7C(C=CC9)(C(C(C8N6C=O)(C(=O)OC)O)OC(=O)C)CC)OC)C(=O)OC)O.OS(=O)(=O)O. Drug 2: C1=NC(=NC(=O)N1C2C(C(C(O2)CO)O)O)N. Cell line: PC-3. Synergy scores: CSS=18.1, Synergy_ZIP=-2.73, Synergy_Bliss=7.03, Synergy_Loewe=-0.595, Synergy_HSA=4.67.